Dataset: Forward reaction prediction with 1.9M reactions from USPTO patents (1976-2016). Task: Predict the product of the given reaction. (1) Given the reactants [CH2:1]([O:8][C:9]([N:11]1[CH2:15][C@H:14](OC(C)(C)C)[CH2:13][C@H:12]1[C:21]1[O:22][CH:23]=[CH:24][N:25]=1)=[O:10])[C:2]1[CH:7]=[CH:6][CH:5]=[CH:4][CH:3]=1.COC([C@@H]1C[C@H](N)C[N:31]1CC1CCCCC1)=O, predict the reaction product. The product is: [CH2:1]([O:8][C:9]([N:11]1[CH2:15][C@@H:14]([NH2:31])[CH2:13][C@H:12]1[C:21]1[O:22][CH:23]=[CH:24][N:25]=1)=[O:10])[C:2]1[CH:7]=[CH:6][CH:5]=[CH:4][CH:3]=1. (2) The product is: [Cl:1][C:2]1[C:6]([Cl:7])=[C:5]([CH3:8])[NH:4][C:3]=1[C:9]([NH:11][C@@H:12]1[CH2:17][CH2:16][N:15]([C:18]2[S:19][C:20]([C:29]([OH:31])=[O:30])=[C:21]([C:23]3[N:27]([CH3:28])[N:26]=[CH:25][N:24]=3)[N:22]=2)[CH2:14][C@@H:13]1[O:33][CH2:34][CH:35]=[CH2:36])=[O:10]. Given the reactants [Cl:1][C:2]1[C:6]([Cl:7])=[C:5]([CH3:8])[NH:4][C:3]=1[C:9]([NH:11][C@@H:12]1[CH2:17][CH2:16][N:15]([C:18]2[S:19][C:20]([C:29]([O:31]C)=[O:30])=[C:21]([C:23]3[N:27]([CH3:28])[N:26]=[CH:25][N:24]=3)[N:22]=2)[CH2:14][C@@H:13]1[O:33][CH2:34][CH:35]=[CH2:36])=[O:10].[OH-].[Na+], predict the reaction product. (3) Given the reactants [CH3:1][O:2][C:3](=[O:28])[C:4]1[CH:9]=[CH:8][C:7]([C:10]2[CH2:14][C:13]([C:19]3[CH:24]=[C:23]([Cl:25])[CH:22]=[C:21]([Cl:26])[CH:20]=3)([C:15]([F:18])([F:17])[F:16])[O:12][N:11]=2)=[CH:6][C:5]=1Br.[C:29]1(OB(O)O)[CH:34]=[CH:33][CH:32]=[CH:31][CH:30]=1.C(=O)([O-])[O-].[K+].[K+], predict the reaction product. The product is: [CH3:1][O:2][C:3](=[O:28])[C:4]1[CH:9]=[CH:8][C:7]([C:10]2[CH2:14][C:13]([C:19]3[CH:24]=[C:23]([Cl:25])[CH:22]=[C:21]([Cl:26])[CH:20]=3)([C:15]([F:18])([F:17])[F:16])[O:12][N:11]=2)=[CH:6][C:5]=1[C:29]1[CH:34]=[CH:33][CH:32]=[CH:31][CH:30]=1. (4) Given the reactants C([O:3][C:4](=[O:39])[CH2:5][C:6]1[CH:7]=[C:8]([C:14]2[CH:19]=[CH:18][C:17]([C:20]([F:23])([F:22])[F:21])=[CH:16][C:15]=2[CH2:24][N:25]([CH2:37][CH3:38])[C:26]([NH:28][CH2:29][C:30]2[CH:35]=[CH:34][C:33]([Cl:36])=[CH:32][CH:31]=2)=[O:27])[C:9]([O:12][CH3:13])=[CH:10][CH:11]=1)C.[Li+].[OH-].Cl, predict the reaction product. The product is: [Cl:36][C:33]1[CH:32]=[CH:31][C:30]([CH2:29][NH:28][C:26](=[O:27])[N:25]([CH2:24][C:15]2[CH:16]=[C:17]([C:20]([F:23])([F:22])[F:21])[CH:18]=[CH:19][C:14]=2[C:8]2[C:9]([O:12][CH3:13])=[CH:10][CH:11]=[C:6]([CH2:5][C:4]([OH:39])=[O:3])[CH:7]=2)[CH2:37][CH3:38])=[CH:35][CH:34]=1. (5) Given the reactants Cl[C:2]1[CH:3]=[CH:4][C:5]2[N:6]([CH:8]=[CH:9][N:10]=2)[N:7]=1.[CH2:11]([N:16]1C=[CH:19][C:18](B2OC(C)(C)C(C)(C)O2)=[CH:17]1)[C:12]([CH3:15])([CH3:14])[CH3:13].C(Cl)Cl.CC([O-])=O.[K+].CC#[N:40], predict the reaction product. The product is: [CH2:11]([N:16]1[CH:17]=[C:18]([C:2]2[CH:3]=[CH:4][C:5]3[N:6]([CH:8]=[CH:9][N:10]=3)[N:7]=2)[CH:19]=[N:40]1)[C:12]([CH3:15])([CH3:14])[CH3:13]. (6) Given the reactants [CH3:1][C:2]1[N:6]2[C:7]3[CH:13]=[CH:12][NH:11][C:8]=3[N:9]=[CH:10][C:5]2=[C:4]([C:14]2[CH:19]=[CH:18][C:17]([C:20]([OH:23])([CH3:22])[CH3:21])=[CH:16][CH:15]=2)[N:3]=1.[H-].[Na+].[CH3:26][CH:27]([Si:29](Cl)([CH:33]([CH3:35])[CH3:34])[CH:30]([CH3:32])[CH3:31])[CH3:28], predict the reaction product. The product is: [CH3:1][C:2]1[N:6]2[C:7]3[CH:13]=[CH:12][N:11]([Si:29]([CH:33]([CH3:35])[CH3:34])([CH:30]([CH3:32])[CH3:31])[CH:27]([CH3:28])[CH3:26])[C:8]=3[N:9]=[CH:10][C:5]2=[C:4]([C:14]2[CH:19]=[CH:18][C:17]([C:20]([OH:23])([CH3:21])[CH3:22])=[CH:16][CH:15]=2)[N:3]=1. (7) Given the reactants [OH:1][C:2]1[CH:3]=[C:4]([CH:27]=[CH:28][C:29]=1[N+:30]([O-])=O)[O:5][C:6]1[CH:15]=[CH:14][C:13]2[C:8](=[CH:9][CH:10]=[C:11]([O:16][C:17]3[CH:22]=[CH:21][C:20]([N+:23]([O-])=O)=[C:19]([OH:26])[CH:18]=3)[CH:12]=2)[CH:7]=1.[K+].[Br-], predict the reaction product. The product is: [NH2:23][C:20]1[CH:21]=[CH:22][C:17]([O:16][C:11]2[CH:10]=[CH:9][C:8]3[C:13](=[CH:14][CH:15]=[C:6]([O:5][C:4]4[CH:27]=[CH:28][C:29]([NH2:30])=[C:2]([OH:1])[CH:3]=4)[CH:7]=3)[CH:12]=2)=[CH:18][C:19]=1[OH:26]. (8) The product is: [CH:23]1[CH:22]=[CH:21][C:19]([NH:20][C:3](/[CH:2]=[N:26]/[OH:27])=[O:5])=[CH:18][CH:17]=1. Given the reactants Cl[C:2](Cl)(Cl)[CH:3]([OH:5])O.S([O-])([O-])(=O)=O.[Na+].[Na+].C([C:17]1[CH:18]=[C:19]([CH:21]=[CH:22][CH:23]=1)[NH2:20])C.Cl.Cl.[NH2:26][OH:27], predict the reaction product. (9) Given the reactants [Cl:1][C:2]1[CH:7]=[CH:6][C:5]([CH:8]([C:36]2[CH:41]=[CH:40][C:39]([Cl:42])=[CH:38][CH:37]=2)[C:9]2[CH:10]=[C:11]3[C:16](=[CH:17][CH:18]=2)[N:15]=[CH:14][N:13]=[C:12]3[NH:19][CH:20]2[CH2:25][CH2:24][N:23]([C:26]3[CH:35]=[CH:34][C:29]([C:30]([O:32]C)=[O:31])=[CH:28][CH:27]=3)[CH2:22][CH2:21]2)=[CH:4][CH:3]=1.[OH-].[Na+].Cl, predict the reaction product. The product is: [Cl:1][C:2]1[CH:7]=[CH:6][C:5]([CH:8]([C:36]2[CH:37]=[CH:38][C:39]([Cl:42])=[CH:40][CH:41]=2)[C:9]2[CH:10]=[C:11]3[C:16](=[CH:17][CH:18]=2)[N:15]=[CH:14][N:13]=[C:12]3[NH:19][CH:20]2[CH2:21][CH2:22][N:23]([C:26]3[CH:35]=[CH:34][C:29]([C:30]([OH:32])=[O:31])=[CH:28][CH:27]=3)[CH2:24][CH2:25]2)=[CH:4][CH:3]=1.